From a dataset of Reaction yield outcomes from USPTO patents with 853,638 reactions. Predict the reaction yield, written as a fraction of the theoretical maximum amount of product (1.0 means a 100% yield; for example, 0.34 means a 34% yield). (1) The reactants are [CH2:1]([OH:4])[CH2:2][OH:3].[H-].[Na+].Br[CH2:8][C:9]1[CH:14]=[CH:13][C:12]([F:15])=[CH:11][CH:10]=1.O. The catalyst is C1COCC1.[N+](CCCC)(CCCC)(CCCC)CCCC.[I-].CCOC(C)=O. The product is [F:15][C:12]1[CH:13]=[CH:14][C:9]([CH2:8][O:3][CH2:2][CH2:1][OH:4])=[CH:10][CH:11]=1. The yield is 0.480. (2) The reactants are [CH3:1][O:2][C:3]1[CH:19]=[CH:18][C:6]([C:7]([CH:9]2[CH2:13][C:12](=[CH2:14])[CH2:11][CH:10]2[C:15](=[O:17])[CH3:16])=O)=[CH:5][CH:4]=1.C[O-].[Na+].CO. The catalyst is C1COCC1. The product is [CH3:1][O:2][C:3]1[CH:19]=[CH:18][C:6]([C:7]2[CH:9]3[CH:10]([CH2:11][C:12](=[CH2:14])[CH2:13]3)[C:15](=[O:17])[CH:16]=2)=[CH:5][CH:4]=1. The yield is 0.690. (3) The reactants are C([N:8]1[CH2:13][CH2:12][N:11]([CH:14]2[CH2:19][CH2:18][N:17]([CH3:20])[CH2:16][CH2:15]2)[CH2:10][C@@H:9]1[CH3:21])C1C=CC=CC=1. The catalyst is CO.[Pd]. The product is [CH3:21][C@@H:9]1[NH:8][CH2:13][CH2:12][N:11]([CH:14]2[CH2:19][CH2:18][N:17]([CH3:20])[CH2:16][CH2:15]2)[CH2:10]1. The yield is 0.940. (4) The yield is 0.490. The product is [ClH:22].[Cl:23][CH2:15][C:9]([C:8]1[CH:7]=[N:6][CH:5]=[CH:4][C:3]=1[C:2]([F:1])([F:14])[F:13])=[O:11]. The catalyst is CC(O)=O.CCOCC. The reactants are [F:1][C:2]([F:14])([F:13])[C:3]1[C:8]([C:9]([O:11]C)=O)=[CH:7][N:6]=[CH:5][CH:4]=1.[CH2:15]1C(=O)N([Cl:22])C(=O)C1.[ClH:23].